Dataset: Catalyst prediction with 721,799 reactions and 888 catalyst types from USPTO. Task: Predict which catalyst facilitates the given reaction. Reactant: [F:1][C:2]1[CH:3]=[C:4]([CH:26]=[C:27]([F:40])[C:28]=1[O:29][Si:30]([CH:37]([CH3:39])[CH3:38])([CH:34]([CH3:36])[CH3:35])[CH:31]([CH3:33])[CH3:32])[CH2:5][CH:6](/[CH:17]=[CH:18]/[C:19]1[CH:24]=[CH:23][CH:22]=[CH:21][C:20]=1[OH:25])[CH2:7][CH2:8][C:9]1[CH:16]=[CH:15][C:12]([C:13]#[N:14])=[CH:11][CH:10]=1.C(=O)([O-])[O-].[K+].[K+].[C:47]([C:51]1[CH:58]=[CH:57][C:54]([CH2:55]Br)=[CH:53][CH:52]=1)([CH3:50])([CH3:49])[CH3:48]. Product: [C:47]([C:51]1[CH:52]=[CH:53][C:54]([CH2:55][O:25][C:20]2[CH:21]=[CH:22][CH:23]=[CH:24][C:19]=2/[CH:18]=[CH:17]/[CH:6]([CH2:5][C:4]2[CH:26]=[C:27]([F:40])[C:28]([O:29][Si:30]([CH:37]([CH3:39])[CH3:38])([CH:34]([CH3:36])[CH3:35])[CH:31]([CH3:32])[CH3:33])=[C:2]([F:1])[CH:3]=2)[CH2:7][CH2:8][C:9]2[CH:10]=[CH:11][C:12]([C:13]#[N:14])=[CH:15][CH:16]=2)=[CH:57][CH:58]=1)([CH3:50])([CH3:48])[CH3:49]. The catalyst class is: 115.